Task: Predict the product of the given reaction.. Dataset: Forward reaction prediction with 1.9M reactions from USPTO patents (1976-2016) (1) Given the reactants [CH:1]([C:3]1[S:7][C:6]([C:8]2([C:11]#[N:12])[CH2:10][CH2:9]2)=[CH:5][CH:4]=1)=[O:2].CC(=C(C)C)C.[O-:19]Cl=O.[Na+], predict the reaction product. The product is: [C:11]([C:8]1([C:6]2[S:7][C:3]([C:1]([OH:19])=[O:2])=[CH:4][CH:5]=2)[CH2:10][CH2:9]1)#[N:12]. (2) Given the reactants [F:1][C:2]1[CH:3]=[C:4]([C:9]2[N:10]=[CH:11][C:12]([NH2:15])=[N:13][CH:14]=2)[CH:5]=[C:6]([F:8])[CH:7]=1.[CH3:16][C:17]1([CH3:31])[CH:21]2[CH2:22][CH:23]([CH2:26][C:27](O)=[O:28])[CH2:24][CH2:25][N:20]2[C:19](=[O:30])[O:18]1, predict the reaction product. The product is: [F:8][C:6]1[CH:5]=[C:4]([C:9]2[N:10]=[CH:11][C:12]([NH:15][C:27](=[O:28])[CH2:26][C@@H:23]3[CH2:24][CH2:25][N:20]4[C:19](=[O:30])[O:18][C:17]([CH3:16])([CH3:31])[C@@H:21]4[CH2:22]3)=[N:13][CH:14]=2)[CH:3]=[C:2]([F:1])[CH:7]=1. (3) Given the reactants C(Cl)CCl.ClC(Cl)C(O)=O.[F:11][C:12]1[CH:17]=[CH:16][C:15]([C:18]2[CH:22]=[CH:21][N:20]([C:23]3[N:52]=[CH:51][CH:50]=[CH:49][C:24]=3[C:25]([NH:27][CH:28]([CH:36]([OH:48])[C:37](=[O:47])[NH:38][CH2:39][CH2:40][C:41]3[CH:46]=[CH:45][CH:44]=[CH:43][CH:42]=3)[CH2:29][C:30]3[CH:35]=[CH:34][CH:33]=[CH:32][CH:31]=3)=[O:26])[N:19]=2)=[CH:14][CH:13]=1.C([O-])(O)=O.[Na+], predict the reaction product. The product is: [O:48]=[C:36]([C:37](=[O:47])[NH:38][CH2:39][CH2:40][C:41]1[CH:46]=[CH:45][CH:44]=[CH:43][CH:42]=1)[CH:28]([NH:27][C:25]([C:24]1[C:23]([N:20]2[CH:21]=[CH:22][C:18]([C:15]3[CH:14]=[CH:13][C:12]([F:11])=[CH:17][CH:16]=3)=[N:19]2)=[N:52][CH:51]=[CH:50][CH:49]=1)=[O:26])[CH2:29][C:30]1[CH:35]=[CH:34][CH:33]=[CH:32][CH:31]=1. (4) Given the reactants [H-].[Na+].C(OP([CH2:11][C:12]([O:14][CH2:15][CH3:16])=[O:13])(OCC)=O)C.[NH2:17][C:18]1[C:27]2[N:26]=[CH:25][C:24]([CH2:28][CH2:29][C:30]3[CH:37]=[CH:36][C:33]([CH:34]=O)=[CH:32][C:31]=3[CH3:38])=[CH:23][C:22]=2[C:21]2[CH:39]=[CH:40][C:41]([CH3:43])=[CH:42][C:20]=2[N:19]=1, predict the reaction product. The product is: [NH2:17][C:18]1[C:27]2[N:26]=[CH:25][C:24]([CH2:28][CH2:29][C:30]3[CH:37]=[CH:36][C:33](/[CH:34]=[CH:11]/[C:12]([O:14][CH2:15][CH3:16])=[O:13])=[CH:32][C:31]=3[CH3:38])=[CH:23][C:22]=2[C:21]2[CH:39]=[CH:40][C:41]([CH3:43])=[CH:42][C:20]=2[N:19]=1. (5) Given the reactants O[CH2:2][CH2:3][C:4]1[CH:9]=[CH:8][N:7]=[CH:6][C:5]=1[NH:10][C:11](=[O:17])[O:12][C:13]([CH3:16])([CH3:15])[CH3:14].CS(Cl)(=O)=O.[CH2:23]([N:25](CC)[CH2:26][CH3:27])[CH3:24].N1CCCC1.[Cl-].[Na+], predict the reaction product. The product is: [N:25]1([CH2:2][CH2:3][C:4]2[CH:9]=[CH:8][N:7]=[CH:6][C:5]=2[NH:10][C:11](=[O:17])[O:12][C:13]([CH3:16])([CH3:15])[CH3:14])[CH2:26][CH2:27][CH2:24][CH2:23]1. (6) Given the reactants [NH2:1][C:2]1[C:17]([OH:18])=[CH:16][CH:15]=[CH:14][C:3]=1[C:4]([NH:6][C:7]1[CH:12]=[CH:11][C:10]([Br:13])=[CH:9][N:8]=1)=[O:5].[Cl:19]N1C(=O)CCC1=O, predict the reaction product. The product is: [NH2:1][C:2]1[C:17]([OH:18])=[CH:16][C:15]([Cl:19])=[CH:14][C:3]=1[C:4]([NH:6][C:7]1[CH:12]=[CH:11][C:10]([Br:13])=[CH:9][N:8]=1)=[O:5]. (7) Given the reactants P12(SP3(SP(SP(S3)(S1)=S)(=S)S2)=S)=[S:2].[CH:15]1([N:18]([CH2:31][C:32]2[CH:37]=[CH:36][CH:35]=[CH:34][C:33]=2[Si:38]([CH3:41])([CH3:40])[CH3:39])[C:19]([C:21]2[C:22]([CH:28]([F:30])[F:29])=[N:23][N:24]([CH3:27])[C:25]=2[F:26])=O)[CH2:17][CH2:16]1.O, predict the reaction product. The product is: [CH:15]1([N:18]([CH2:31][C:32]2[CH:37]=[CH:36][CH:35]=[CH:34][C:33]=2[Si:38]([CH3:41])([CH3:40])[CH3:39])[C:19]([C:21]2[C:22]([CH:28]([F:30])[F:29])=[N:23][N:24]([CH3:27])[C:25]=2[F:26])=[S:2])[CH2:17][CH2:16]1.